Regression/Classification. Given a drug SMILES string, predict its absorption, distribution, metabolism, or excretion properties. Task type varies by dataset: regression for continuous measurements (e.g., permeability, clearance, half-life) or binary classification for categorical outcomes (e.g., BBB penetration, CYP inhibition). For this dataset (solubility_aqsoldb), we predict Y. From a dataset of Aqueous solubility values for 9,982 compounds from the AqSolDB database. (1) The molecule is CCCCCCCCCCCCCCC(C)c1cc(C)cc(C)c1O. The Y is -7.34 log mol/L. (2) The molecule is CC(C)(C)c1cc([N+](=O)[O-])cc([N+](=O)[O-])c1O. The Y is -4.73 log mol/L.